Dataset: Reaction yield outcomes from USPTO patents with 853,638 reactions. Task: Predict the reaction yield, written as a fraction of the theoretical maximum amount of product (1.0 means a 100% yield; for example, 0.34 means a 34% yield). (1) The reactants are Br[CH2:2][CH2:3][CH:4]([S:9]([OH:12])(=[O:11])=[O:10])[C:5]([O:7][CH3:8])=[O:6].[C:13]([OH:16])(=[S:15])[CH3:14].CCN(C(C)C)C(C)C. The catalyst is C1COCC1. The product is [C:13]([S:15][CH2:2][CH2:3][CH:4]([S:9]([OH:12])(=[O:11])=[O:10])[C:5]([O:7][CH3:8])=[O:6])(=[O:16])[CH3:14]. The yield is 0.900. (2) The reactants are [CH2:1]([O:3][C:4](=[O:29])[CH2:5][C:6]1[CH:11]=[CH:10][C:9]([NH:12][C:13]([NH:15][C:16]2[S:17][C:18](Br)=[CH:19][N:20]=2)=[O:14])=[C:8]([C:22]([CH:24]2[CH2:28][CH2:27][CH2:26][CH2:25]2)=[O:23])[CH:7]=1)[CH3:2].[NH:30]1[CH:34]=[CH:33][N:32]=[C:31]1[SH:35]. No catalyst specified. The product is [CH2:1]([O:3][C:4](=[O:29])[CH2:5][C:6]1[CH:11]=[CH:10][C:9]([NH:12][C:13]([NH:15][C:16]2[S:17][C:18]([S:35][C:31]3[NH:30][CH:34]=[CH:33][N:32]=3)=[CH:19][N:20]=2)=[O:14])=[C:8]([C:22]([CH:24]2[CH2:28][CH2:27][CH2:26][CH2:25]2)=[O:23])[CH:7]=1)[CH3:2]. The yield is 0.240. (3) The reactants are [CH2:1]([N:3]1[C:7]([C:8]2[CH:9]=[C:10]([C:13]([OH:15])=O)[O:11][CH:12]=2)=[C:6]([CH3:16])[CH:5]=[N:4]1)[CH3:2].C1CN([P+](Br)(N2CCCC2)N2CCCC2)CC1.F[P-](F)(F)(F)(F)F.CCN(C(C)C)C(C)C.[NH2:50][C@@H:51]([CH2:64][C:65]1[CH:70]=[CH:69][CH:68]=[C:67]([F:71])[CH:66]=1)[CH2:52][N:53]1[C:61](=[O:62])[C:60]2[C:55](=[CH:56][CH:57]=[CH:58][CH:59]=2)[C:54]1=[O:63]. The catalyst is C(Cl)Cl. The product is [O:63]=[C:54]1[C:55]2[C:60](=[CH:59][CH:58]=[CH:57][CH:56]=2)[C:61](=[O:62])[N:53]1[CH2:52][C@@H:51]([NH:50][C:13]([C:10]1[O:11][CH:12]=[C:8]([C:7]2[N:3]([CH2:1][CH3:2])[N:4]=[CH:5][C:6]=2[CH3:16])[CH:9]=1)=[O:15])[CH2:64][C:65]1[CH:70]=[CH:69][CH:68]=[C:67]([F:71])[CH:66]=1. The yield is 0.540. (4) The reactants are C([O-])([O-])=O.[K+].[K+].[SH:7][C:8]1[CH:17]=[CH:16][C:11]([C:12]([O:14][CH3:15])=[O:13])=[CH:10][CH:9]=1.Br[CH2:19][CH:20]([CH3:22])[CH3:21]. The catalyst is CN(C=O)C. The product is [CH2:19]([S:7][C:8]1[CH:9]=[CH:10][C:11]([C:12]([O:14][CH3:15])=[O:13])=[CH:16][CH:17]=1)[CH:20]([CH3:22])[CH3:21]. The yield is 0.820.